Binary Classification. Given a drug SMILES string, predict its activity (active/inactive) in a high-throughput screening assay against a specified biological target. From a dataset of HIV replication inhibition screening data with 41,000+ compounds from the AIDS Antiviral Screen. The molecule is O=c1c(O)c(-c2cc(O)c(O)cc2O)oc2cc(O)c(C3OC(CO)C(O)C(O)C3O)c(O)c12. The result is 0 (inactive).